From a dataset of Reaction yield outcomes from USPTO patents with 853,638 reactions. Predict the reaction yield, written as a fraction of the theoretical maximum amount of product (1.0 means a 100% yield; for example, 0.34 means a 34% yield). (1) The reactants are FC1C=CC=CC=1C=O.[CH:10]([S:13][C:14]1[CH:21]=[CH:20][CH:19]=[CH:18][C:15]=1[CH:16]=[O:17])(C)[CH3:11]. No catalyst specified. The product is [CH2:10]([S:13][C:14]1[CH:21]=[CH:20][CH:19]=[CH:18][C:15]=1[CH:16]=[O:17])[CH3:11]. The yield is 0.780. (2) The reactants are [C:1]([O:5][C:6]([NH:8][C@H:9]1[CH2:12][N:11](C(C2C=CC=CC=2)C2C=CC=CC=2)[C@H:10]1[CH2:26][CH3:27])=[O:7])([CH3:4])([CH3:3])[CH3:2]. The catalyst is [Pd]. The product is [C:1]([O:5][C:6]([NH:8][C@H:9]1[CH2:12][NH:11][C@H:10]1[CH2:26][CH3:27])=[O:7])([CH3:4])([CH3:3])[CH3:2]. The yield is 0.790. (3) The reactants are [C:1]1([CH2:7][C:8](Cl)=[O:9])[CH:6]=[CH:5][CH:4]=[CH:3][CH:2]=1.[S-:11][C:12]#[N:13].[K+].[NH2:15][C:16]1[CH:36]=[CH:35][C:19]([O:20][C:21]2[CH:26]=[CH:25][N:24]=[C:23]([NH:27][C:28]([N:30]3[CH2:34][CH2:33][CH2:32][CH2:31]3)=[O:29])[CH:22]=2)=[CH:18][C:17]=1[F:37]. The catalyst is C(#N)C.C(OCC)C. The product is [F:37][C:17]1[CH:18]=[C:19]([CH:35]=[CH:36][C:16]=1[NH:15][C:12]([NH:13][C:8](=[O:9])[CH2:7][C:1]1[CH:6]=[CH:5][CH:4]=[CH:3][CH:2]=1)=[S:11])[O:20][C:21]1[CH:26]=[CH:25][N:24]=[C:23]([NH:27][C:28]([N:30]2[CH2:34][CH2:33][CH2:32][CH2:31]2)=[O:29])[CH:22]=1. The yield is 0.130. (4) The reactants are [Cl:1][C:2]1[CH:7]=[C:6]([N+:8]([O-:10])=[O:9])[CH:5]=[C:4]([C:11]([C:14]2[CH:19]=[C:18]([CH3:20])[CH:17]=[C:16]([O:21][CH:22]([CH3:24])[CH3:23])[CH:15]=2)([CH3:13])[CH3:12])[CH:3]=1.C1C(=O)N([Br:32])C(=O)C1.CC(N=NC(C#N)(C)C)(C#N)C. The catalyst is C(Cl)(Cl)(Cl)Cl. The product is [Br:32][CH2:20][C:18]1[CH:17]=[C:16]([O:21][CH:22]([CH3:24])[CH3:23])[CH:15]=[C:14]([C:11]([C:4]2[CH:5]=[C:6]([N+:8]([O-:10])=[O:9])[CH:7]=[C:2]([Cl:1])[CH:3]=2)([CH3:13])[CH3:12])[CH:19]=1. The yield is 0.510. (5) The reactants are O[CH:2]([CH3:17])[CH2:3][C:4]([CH:6]1[C:15]([CH3:16])=[CH:14][CH:13]=[CH:12][C:7]21[CH2:11][CH2:10][CH2:9][CH2:8]2)=[O:5].OC(C)CC(C1C2(CC=CC=1C)CCCC2)=O.OC(C)CC(C1C(=C)C=CCC21CCCC2)=O.C(OC(=O)C)(=O)C.C([O-])(=O)C.[Na+]. The catalyst is C([O-])(O)=O.[Na+]. The product is [CH3:16][C:15]1[CH:6]([C:4](=[O:5])/[CH:3]=[CH:2]/[CH3:17])[C:7]2([CH:12]=[CH:13][CH:14]=1)[CH2:8][CH2:9][CH2:10][CH2:11]2. The yield is 0.770.